Predict the reactants needed to synthesize the given product. From a dataset of Full USPTO retrosynthesis dataset with 1.9M reactions from patents (1976-2016). (1) Given the product [Cl:8][C:9]1[CH:10]=[C:11]2[NH:29][C:28]([O:30][C@@H:31]3[CH2:35][O:34][C@H:33]([C:36]([NH2:3])=[O:38])[C@H:32]3[OH:39])=[N:27][C:12]2=[N:13][C:14]=1[C:15]1[CH:20]=[CH:19][C:18]([C:21]2[CH:26]=[CH:25][CH:24]=[CH:23][CH:22]=2)=[CH:17][CH:16]=1, predict the reactants needed to synthesize it. The reactants are: C([N:3](CC)CC)C.[Cl:8][C:9]1[CH:10]=[C:11]2[NH:29][C:28]([O:30][C@@H:31]3[CH2:35][O:34][C@H:33]([C:36]([OH:38])=O)[C@H:32]3[OH:39])=[N:27][C:12]2=[N:13][C:14]=1[C:15]1[CH:20]=[CH:19][C:18]([C:21]2[CH:26]=[CH:25][CH:24]=[CH:23][CH:22]=2)=[CH:17][CH:16]=1.ClC(OCC)=O.N.C[Si](C)(C)[O-].[K+]. (2) Given the product [N+:1]([CH2:4][CH:8]([CH2:7][CH:6]([CH3:5])[CH3:15])[CH2:9][C:10]([O:12][CH2:13][CH3:14])=[O:11])([O-:3])=[O:2], predict the reactants needed to synthesize it. The reactants are: [N+:1]([CH3:4])([O-:3])=[O:2].[CH3:5][CH:6]([CH3:15])[CH2:7][CH:8]=[CH:9][C:10]([O:12][CH2:13][CH3:14])=[O:11].C1CCN2C(=NCCC2)CC1. (3) The reactants are: [NH2:1][C:2]1[C:7]([Cl:8])=[CH:6][CH:5]=[CH:4][C:3]=1[SH:9].[OH-].[K+].[Cl:12][C:13]1[CH:18]=[CH:17][CH:16]=[C:15]([N+:19]([O-:21])=[O:20])[C:14]=1Cl. Given the product [Cl:8][C:7]1[CH:6]=[CH:5][CH:4]=[C:3]([S:9][C:14]2[C:15]([N+:19]([O-:21])=[O:20])=[CH:16][CH:17]=[CH:18][C:13]=2[Cl:12])[C:2]=1[NH2:1], predict the reactants needed to synthesize it.